This data is from Forward reaction prediction with 1.9M reactions from USPTO patents (1976-2016). The task is: Predict the product of the given reaction. The product is: [CH3:1][O:2][C:3]1[CH:4]=[C:5]([C:11]2[C:13]3[CH:18]=[C:17]([OH:19])[C:16]([O:20][CH3:21])=[CH:15][C:14]=3[CH:22]([CH2:26][CH3:27])[C:23]([CH3:24])=[N:29][N:28]=2)[CH:6]=[CH:7][C:8]=1[O:9][CH3:10]. Given the reactants [CH3:1][O:2][C:3]1[CH:4]=[C:5]([C:11]([C:13]2[CH:18]=[C:17]([OH:19])[C:16]([O:20][CH3:21])=[CH:15][C:14]=2[CH:22]([CH2:26][CH3:27])[C:23](=O)[CH3:24])=O)[CH:6]=[CH:7][C:8]=1[O:9][CH3:10].[NH2:28][NH2:29], predict the reaction product.